Dataset: Cav3 T-type calcium channel HTS with 100,875 compounds. Task: Binary Classification. Given a drug SMILES string, predict its activity (active/inactive) in a high-throughput screening assay against a specified biological target. (1) The compound is S(=O)(=O)(NCCC)c1ccc(CCC(=O)N2CCC(CC2)C)cc1. The result is 0 (inactive). (2) The compound is s1\c(n(CC2OCCC2)c(c2cc3NC(=O)COc3cc2)c1)=N/c1ccc(OC(F)F)cc1. The result is 0 (inactive). (3) The drug is o1c(CNc2nc(Nc3ccc(OC)cc3)nc(OCC)n2)ccc1. The result is 0 (inactive).